This data is from NCI-60 drug combinations with 297,098 pairs across 59 cell lines. The task is: Regression. Given two drug SMILES strings and cell line genomic features, predict the synergy score measuring deviation from expected non-interaction effect. Synergy scores: CSS=17.7, Synergy_ZIP=-3.09, Synergy_Bliss=2.42, Synergy_Loewe=-2.99, Synergy_HSA=2.05. Cell line: RXF 393. Drug 2: C1=NC2=C(N1)C(=S)N=C(N2)N. Drug 1: C1CCC(C1)C(CC#N)N2C=C(C=N2)C3=C4C=CNC4=NC=N3.